Dataset: Experimentally validated miRNA-target interactions with 360,000+ pairs, plus equal number of negative samples. Task: Binary Classification. Given a miRNA mature sequence and a target amino acid sequence, predict their likelihood of interaction. The miRNA is mmu-miR-7234-5p with sequence UUGUUUUCUCCAAAGACGUUUCU. The protein sequence of the target gene is MELEELGIREECGVFGCIASGEWPTQLDVPHVITLGLVGLQHRGQESAGIVTSDGSSVPTFKSHKGMGLVNHVFTEDNLKKLYVSNLGIGHTRYATTGKCELENCQPFVVETLHGKIAVAHNGELVNAARLRKKLLRHGIGLSTSSDSEMITQLLAYTPPQEQDDTPDWVARIKNLMKEAPTAYSLLIMHRDVIYAVRDPYGNRPLCIGRLIPVSDINDKEKKTSETEGWVVSSESCSFLSIGARYYREVLPGEIVEISRHNVQTLDIISRSEGNPVAFCIFEYVYFARPDSMFEDQMVY.... Result: 0 (no interaction).